Dataset: Full USPTO retrosynthesis dataset with 1.9M reactions from patents (1976-2016). Task: Predict the reactants needed to synthesize the given product. (1) Given the product [Cl:16][C:8]1[N:7]=[C:6]([O:4][CH3:3])[C:11]([C:12]([OH:14])=[O:13])=[C:10]([CH3:15])[CH:9]=1, predict the reactants needed to synthesize it. The reactants are: [H-].[Na+].[CH3:3][OH:4].Cl[C:6]1[C:11]([C:12]([OH:14])=[O:13])=[C:10]([CH3:15])[CH:9]=[C:8]([Cl:16])[N:7]=1.Cl. (2) Given the product [CH2:19]([O:11][C:9]1[CH:8]=[CH:7][CH:6]=[C:5]2[C:10]=1[N:1]=[C:2]([OH:12])[CH:3]=[CH:4]2)[C:20]1[CH:25]=[CH:24][CH:23]=[CH:22][CH:21]=1, predict the reactants needed to synthesize it. The reactants are: [N:1]1[C:10]2[C:5](=[CH:6][CH:7]=[CH:8][C:9]=2[OH:11])[CH:4]=[CH:3][C:2]=1[OH:12].C([O-])([O-])=O.[K+].[K+].[CH2:19](Br)[C:20]1[CH:25]=[CH:24][CH:23]=[CH:22][CH:21]=1.CN(C=O)C. (3) Given the product [CH2:19]([N:4]([CH2:1][CH2:2][CH3:3])[CH2:5][CH2:6][CH2:7][CH2:8][N:9]([CH2:28][C:27]1[CH:30]=[CH:31][C:24]([C:22]#[N:23])=[CH:25][CH:26]=1)[CH2:10][C:11]1[CH:12]=[CH:13][C:14]([C:15]#[N:16])=[CH:17][CH:18]=1)[CH2:20][CH3:21], predict the reactants needed to synthesize it. The reactants are: [CH2:1]([N:4]([CH2:19][CH2:20][CH3:21])[CH2:5][CH2:6][CH2:7][CH2:8][NH:9][CH2:10][C:11]1[CH:18]=[CH:17][C:14]([C:15]#[N:16])=[CH:13][CH:12]=1)[CH2:2][CH3:3].[C:22]([C:24]1[CH:31]=[CH:30][C:27]([CH:28]=O)=[CH:26][CH:25]=1)#[N:23].C(O[BH-](OC(=O)C)OC(=O)C)(=O)C.[Na+].C(=O)(O)[O-].[Na+]. (4) Given the product [OH:12][C@@:4]1([CH3:1])[CH2:8][C@@H:7]([CH3:26])[N:6]([C:14]2[CH:21]=[CH:20][C:17]([C:18]#[N:19])=[C:16]([C:22]([F:25])([F:24])[F:23])[CH:15]=2)[C@H:5]1[CH3:9], predict the reactants needed to synthesize it. The reactants are: [CH:1]1([C@:4]2([OH:12])[CH2:8][CH2:7][NH:6][C@H:5]2[CH:9](C)C)CC1.F[C:14]1[CH:21]=[CH:20][C:17]([C:18]#[N:19])=[C:16]([C:22]([F:25])([F:24])[F:23])[CH:15]=1.[C:26](=O)([O-])[O-].[Li+].[Li+].